From a dataset of Full USPTO retrosynthesis dataset with 1.9M reactions from patents (1976-2016). Predict the reactants needed to synthesize the given product. (1) Given the product [Br:17][C:18]1[CH:19]=[C:20]([NH:24][C:25]([NH:1][C:2]2[CH:7]=[CH:6][CH:5]=[C:4]([C:8]3[C:9]([CH3:16])([CH3:15])[CH2:10][C:11](=[O:14])[NH:12][N:13]=3)[CH:3]=2)=[O:26])[CH:21]=[CH:22][CH:23]=1, predict the reactants needed to synthesize it. The reactants are: [NH2:1][C:2]1[CH:3]=[C:4]([C:8]2[C:9]([CH3:16])([CH3:15])[CH2:10][C:11](=[O:14])[NH:12][N:13]=2)[CH:5]=[CH:6][CH:7]=1.[Br:17][C:18]1[CH:19]=[C:20]([N:24]=[C:25]=[O:26])[CH:21]=[CH:22][CH:23]=1. (2) Given the product [Cl:1][C:2]1[CH:32]=[CH:31][C:5]([CH2:6][N:7]2[C:15]3[C:10](=[CH:11][C:12](/[CH:16]=[C:17]4/[C:18](=[O:30])[N:19]([C@@H:23]5[CH2:28][CH2:27][N:26]([CH3:37])[CH2:25][C@H:24]5[F:29])[C:20](=[O:22])[S:21]/4)=[CH:13][CH:14]=3)[CH:9]=[N:8]2)=[C:4]([C:33]([F:36])([F:35])[F:34])[CH:3]=1, predict the reactants needed to synthesize it. The reactants are: [Cl:1][C:2]1[CH:32]=[CH:31][C:5]([CH2:6][N:7]2[C:15]3[C:10](=[CH:11][C:12](/[CH:16]=[C:17]4/[C:18](=[O:30])[N:19]([C@@H:23]5[CH2:28][CH2:27][NH:26][CH2:25][C@H:24]5[F:29])[C:20](=[O:22])[S:21]/4)=[CH:13][CH:14]=3)[CH:9]=[N:8]2)=[C:4]([C:33]([F:36])([F:35])[F:34])[CH:3]=1.[CH2:37]=O. (3) Given the product [Cl:22][C:19]1[CH:20]=[CH:21][C:16]([C:4]2[N:3]=[C:2]([CH2:24][CH2:23][NH2:25])[C:11]3[C:6](=[CH:7][C:8]([C:12]([F:15])([F:13])[F:14])=[CH:9][CH:10]=3)[N:5]=2)=[CH:17][CH:18]=1, predict the reactants needed to synthesize it. The reactants are: Cl[C:2]1[C:11]2[C:6](=[CH:7][C:8]([C:12]([F:15])([F:14])[F:13])=[CH:9][CH:10]=2)[N:5]=[C:4]([C:16]2[CH:21]=[CH:20][C:19]([Cl:22])=[CH:18][CH:17]=2)[N:3]=1.[CH2:23]([NH2:25])[CH3:24]. (4) Given the product [CH3:1][O:2][C:3]1[C:4]([CH3:31])=[C:5]([C:22]([O:29][CH3:30])=[C:23]([O:27][CH3:28])[C:24]=1[O:25][CH3:26])[CH2:6][C:7]1[C:8]([C:16]2[CH:17]=[CH:18][N:19]=[CH:20][CH:21]=2)=[C:9]([CH:13]=[CH:14][CH:15]=1)[C:10]([NH:38][C:37]1[CH:39]=[CH:40][C:34]([C:33]([F:41])([F:42])[F:32])=[CH:35][CH:36]=1)=[O:11], predict the reactants needed to synthesize it. The reactants are: [CH3:1][O:2][C:3]1[C:4]([CH3:31])=[C:5]([C:22]([O:29][CH3:30])=[C:23]([O:27][CH3:28])[C:24]=1[O:25][CH3:26])[CH2:6][C:7]1[C:8]([C:16]2[CH:21]=[CH:20][N:19]=[CH:18][CH:17]=2)=[C:9]([CH:13]=[CH:14][CH:15]=1)[C:10](O)=[O:11].[F:32][C:33]([F:42])([F:41])[C:34]1[CH:40]=[CH:39][C:37]([NH2:38])=[CH:36][CH:35]=1.C(N(CC)CC)C.[Cl-].ClC1N(C)CC[NH+]1C. (5) Given the product [O:9]=[C:6]1[CH2:7][CH2:8][CH:4]([NH:1][C:10](=[O:11])[O:12][C:13]([CH3:16])([CH3:15])[CH3:14])[CH2:5]1, predict the reactants needed to synthesize it. The reactants are: [N:1]([CH:4]1[CH2:8][CH2:7][C:6](=[O:9])[CH2:5]1)=[N+]=[N-].[C:10](O[C:10]([O:12][C:13]([CH3:16])([CH3:15])[CH3:14])=[O:11])([O:12][C:13]([CH3:16])([CH3:15])[CH3:14])=[O:11].[H][H].